This data is from Forward reaction prediction with 1.9M reactions from USPTO patents (1976-2016). The task is: Predict the product of the given reaction. Given the reactants C([O-])([O-])=O.[K+].[K+].[N+:7]([CH2:9]S(C1C=CC(C)=CC=1)(=O)=O)#[C-:8].[F:20][C:21]([F:32])([F:31])[O:22][C:23]1[CH:30]=[CH:29][C:26]([CH:27]=[O:28])=[CH:25][CH:24]=1, predict the reaction product. The product is: [F:20][C:21]([F:31])([F:32])[O:22][C:23]1[CH:30]=[CH:29][C:26]([C:27]2[O:28][CH:9]=[N:7][CH:8]=2)=[CH:25][CH:24]=1.